Dataset: Forward reaction prediction with 1.9M reactions from USPTO patents (1976-2016). Task: Predict the product of the given reaction. (1) The product is: [C:17]([Si:14]([CH3:16])([CH3:15])[O:1][C:2]1[CH:11]=[C:10]2[C:5]([C:6]([CH3:13])=[CH:7][C:8](=[O:12])[O:9]2)=[CH:4][CH:3]=1)([CH3:20])([CH3:19])[CH3:18]. Given the reactants [OH:1][C:2]1[CH:11]=[C:10]2[C:5]([C:6]([CH3:13])=[CH:7][C:8](=[O:12])[O:9]2)=[CH:4][CH:3]=1.[Si:14](Cl)([C:17]([CH3:20])([CH3:19])[CH3:18])([CH3:16])[CH3:15].C(OCC)C, predict the reaction product. (2) Given the reactants C1CCC(N=C=NC2CCCCC2)CC1.C1C=CC2N(O)N=NC=2C=1.Cl.[CH2:27]([C:29]1[CH:34]=[CH:33][CH:32]=[CH:31][C:30]=1[NH:35][CH:36]([C:40]1[CH:45]=[CH:44][CH:43]=[CH:42][CH:41]=1)[C:37]([OH:39])=[O:38])[CH3:28].[N:46]12[CH2:53][CH2:52][CH:49]([CH2:50][CH2:51]1)[C@@H:48](O)[CH2:47]2, predict the reaction product. The product is: [N:46]12[CH2:53][CH2:52][CH:49]([CH2:50][CH2:51]1)[C@@H:48]([O:38][C:37](=[O:39])[CH:36]([NH:35][C:30]1[CH:31]=[CH:32][CH:33]=[CH:34][C:29]=1[CH2:27][CH3:28])[C:40]1[CH:45]=[CH:44][CH:43]=[CH:42][CH:41]=1)[CH2:47]2. (3) Given the reactants [F:1][C:2]1[CH:3]=[CH:4][C:5]2[N:6]([C:8]([C:11]([OH:13])=O)=[CH:9][N:10]=2)[CH:7]=1.C(Cl)(=O)C(Cl)=O.[CH2:20]([N:27]1[C:35]2[CH:34]=[CH:33][CH:32]=[C:31]([NH2:36])[C:30]=2[CH:29]=[N:28]1)[C:21]1[CH:26]=[CH:25][CH:24]=[CH:23][CH:22]=1.C(NC(C)CC(C)C)C, predict the reaction product. The product is: [CH2:20]([N:27]1[C:35]2[C:30](=[C:31]([NH:36][C:11]([C:8]3[N:6]4[CH:7]=[C:2]([F:1])[CH:3]=[CH:4][C:5]4=[N:10][CH:9]=3)=[O:13])[CH:32]=[CH:33][CH:34]=2)[CH:29]=[N:28]1)[C:21]1[CH:22]=[CH:23][CH:24]=[CH:25][CH:26]=1.